Dataset: Catalyst prediction with 721,799 reactions and 888 catalyst types from USPTO. Task: Predict which catalyst facilitates the given reaction. Reactant: C([N:8]1[CH2:12][CH:11]([C:13]2[CH:18]=[CH:17][C:16]([Cl:19])=[CH:15][CH:14]=2)[CH:10]([N:20]([CH3:35])[C:21](=[O:34])[C:22]2[CH:27]=[CH:26][C:25]([O:28][CH3:29])=[C:24]([C:30]([F:33])([F:32])[F:31])[CH:23]=2)[CH2:9]1)C1C=CC=CC=1.C(N(CC)C(C)C)(C)C.ClC(OC(Cl)C)=O. Product: [Cl:19][C:16]1[CH:15]=[CH:14][C:13]([CH:11]2[CH2:12][NH:8][CH2:9][CH:10]2[N:20]([CH3:35])[C:21](=[O:34])[C:22]2[CH:27]=[CH:26][C:25]([O:28][CH3:29])=[C:24]([C:30]([F:31])([F:32])[F:33])[CH:23]=2)=[CH:18][CH:17]=1. The catalyst class is: 11.